From a dataset of Forward reaction prediction with 1.9M reactions from USPTO patents (1976-2016). Predict the product of the given reaction. (1) Given the reactants [Cl:1][C:2]1[C:12](B2OC(C)(C)C(C)(C)O2)=[CH:11][C:5]2[N:6]([CH3:10])[C:7](=[O:9])[O:8][C:4]=2[CH:3]=1.Br[C:23]1[CH:24]=[C:25]([CH2:29][OH:30])[CH:26]=[N:27][CH:28]=1, predict the reaction product. The product is: [Cl:1][C:2]1[C:12]([C:23]2[CH:28]=[N:27][CH:26]=[C:25]([CH2:29][OH:30])[CH:24]=2)=[CH:11][C:5]2[N:6]([CH3:10])[C:7](=[O:9])[O:8][C:4]=2[CH:3]=1. (2) Given the reactants [NH2:1][C:2]1[S:3][C:4]([CH3:7])=[CH:5][N:6]=1.Br[CH2:9][CH:10]1[CH2:15][CH2:14][CH2:13][CH2:12][O:11]1.CCOC(C)=O.C(Cl)Cl, predict the reaction product. The product is: [NH4+:1].[OH-:11].[CH3:7][C:4]1[S:3][C:2](=[NH:1])[N:6]([CH2:9][CH:10]2[CH2:15][CH2:14][CH2:13][CH2:12][O:11]2)[CH:5]=1. (3) Given the reactants [C:1]([O-:4])(=O)C.[Na+].[CH3:6][C:7]1[CH:13]=[CH:12][CH:11]=[C:10]([CH3:14])[C:8]=1[NH2:9], predict the reaction product. The product is: [CH3:6][C:7]1[CH:13]=[CH:12][CH:11]=[C:10]([CH3:14])[C:8]=1[NH:9][CH:1]=[O:4]. (4) The product is: [CH3:13][O:12][C:9]1[CH:10]=[CH:11][C:2]([C:28](=[O:31])[CH2:29][CH3:30])=[C:3]2[C:8]=1[N:7]=[C:6]([CH:14]([CH3:16])[CH3:15])[CH:5]=[CH:4]2. Given the reactants Br[C:2]1[CH:11]=[CH:10][C:9]([O:12][CH3:13])=[C:8]2[C:3]=1[CH:4]=[CH:5][C:6]([CH:14]([CH3:16])[CH3:15])=[N:7]2.C([Li])CCC.CCCCCC.[C:28](O[C:28](=[O:31])[CH2:29][CH3:30])(=[O:31])[CH2:29][CH3:30].[Cl-].[NH4+], predict the reaction product. (5) Given the reactants [CH3:1][O:2][C:3](=[O:13])[CH2:4][CH2:5][C:6]1[CH:11]=[CH:10][C:9]([OH:12])=[CH:8][CH:7]=1.[Br:14][CH2:15][CH2:16][CH2:17][CH2:18]Br.C(=O)([O-])[O-].[Cs+].[Cs+], predict the reaction product. The product is: [Br:14][CH2:15][CH2:16][CH2:17][CH2:18][O:12][C:9]1[CH:10]=[CH:11][C:6]([CH2:5][CH2:4][C:3]([O:2][CH3:1])=[O:13])=[CH:7][CH:8]=1.